Dataset: Full USPTO retrosynthesis dataset with 1.9M reactions from patents (1976-2016). Task: Predict the reactants needed to synthesize the given product. (1) Given the product [Br:15][C:16]1[CH:21]=[CH:20][C:19]([S:22]([NH:1][CH:2]2[CH2:3][CH2:4][N:5]([C:8]([O:10][C:11]([CH3:14])([CH3:13])[CH3:12])=[O:9])[CH2:6][CH2:7]2)(=[O:24])=[O:23])=[CH:18][CH:17]=1, predict the reactants needed to synthesize it. The reactants are: [NH2:1][CH:2]1[CH2:7][CH2:6][N:5]([C:8]([O:10][C:11]([CH3:14])([CH3:13])[CH3:12])=[O:9])[CH2:4][CH2:3]1.[Br:15][C:16]1[CH:21]=[CH:20][C:19]([S:22](Cl)(=[O:24])=[O:23])=[CH:18][CH:17]=1. (2) Given the product [Cl:13][C:6]1[CH:5]=[C:4]([CH2:14][C:15]([O:17][CH2:18][CH3:19])=[O:16])[CH:3]=[C:2]([C:25]2[CH:26]=[CH:27][C:22]([C:21]([F:32])([F:31])[F:20])=[CH:23][CH:24]=2)[C:7]=1[O:8][CH2:9][CH:10]1[CH2:12][CH2:11]1, predict the reactants needed to synthesize it. The reactants are: Br[C:2]1[CH:3]=[C:4]([CH2:14][C:15]([O:17][CH2:18][CH3:19])=[O:16])[CH:5]=[C:6]([Cl:13])[C:7]=1[O:8][CH2:9][CH:10]1[CH2:12][CH2:11]1.[F:20][C:21]([F:32])([F:31])[C:22]1[CH:27]=[CH:26][C:25](B(O)O)=[CH:24][CH:23]=1.C(=O)([O-])[O-].[Cs+].[Cs+]. (3) Given the product [C:31]([O:35][C:36](=[O:48])[CH2:37][O:38][C:39]1[CH:44]=[CH:43][C:42]([Cl:45])=[CH:41][C:40]=1[C:46]#[C:47][C:51]1[CH:52]=[C:53]([S:56]([C:59]([F:60])([F:61])[F:62])(=[O:58])=[O:57])[CH:54]=[CH:55][C:50]=1[Cl:49])([CH3:34])([CH3:33])[CH3:32], predict the reactants needed to synthesize it. The reactants are: C(OC(=O)COC1C=CC(C#N)=CC=1C#CC1C=C(S(C)(=O)=O)C=CC=1F)(C)(C)C.[C:31]([O:35][C:36](=[O:48])[CH2:37][O:38][C:39]1[CH:44]=[CH:43][C:42]([Cl:45])=[CH:41][C:40]=1[C:46]#[CH:47])([CH3:34])([CH3:33])[CH3:32].[Cl:49][C:50]1[CH:55]=[CH:54][C:53]([S:56]([C:59]([F:62])([F:61])[F:60])(=[O:58])=[O:57])=[CH:52][C:51]=1I.